From a dataset of Peptide-MHC class II binding affinity with 134,281 pairs from IEDB. Regression. Given a peptide amino acid sequence and an MHC pseudo amino acid sequence, predict their binding affinity value. This is MHC class II binding data. (1) The peptide sequence is EKKMFAATQFEPLAA. The MHC is HLA-DPA10201-DPB11401 with pseudo-sequence HLA-DPA10201-DPB11401. The binding affinity (normalized) is 0.549. (2) The peptide sequence is AFYLDGDNLFPKV. The MHC is DRB3_0101 with pseudo-sequence DRB3_0101. The binding affinity (normalized) is 0.815. (3) The peptide sequence is KFTQFAGKDLESIKG. The MHC is DRB4_0101 with pseudo-sequence DRB4_0103. The binding affinity (normalized) is 0.161. (4) The MHC is DRB1_0802 with pseudo-sequence DRB1_0802. The binding affinity (normalized) is 0.399. The peptide sequence is KGVERLAVMGDVAWD. (5) The peptide sequence is GQFRVIGPRHPIRAL. The MHC is HLA-DQA10401-DQB10402 with pseudo-sequence HLA-DQA10401-DQB10402. The binding affinity (normalized) is 0.0319. (6) The peptide sequence is GELQIVKKIDAAFKI. The MHC is DRB3_0202 with pseudo-sequence DRB3_0202. The binding affinity (normalized) is 0.116. (7) The peptide sequence is HGRQIRMAKLLGRDP. The MHC is DRB1_1201 with pseudo-sequence DRB1_1201. The binding affinity (normalized) is 0.312. (8) The peptide sequence is DVPDYASLRSLVASS. The MHC is DRB1_1501 with pseudo-sequence DRB1_1501. The binding affinity (normalized) is 0.192.